Predict the reactants needed to synthesize the given product. From a dataset of Full USPTO retrosynthesis dataset with 1.9M reactions from patents (1976-2016). (1) Given the product [CH3:9][O:8][C:5]1[CH:6]=[CH:7][C:2]([CH:1]([OH:10])[CH2:11][CH2:12][CH2:13][CH2:14][CH2:15][CH2:16][CH2:17][CH2:18][CH2:19][CH3:20])=[CH:3][CH:4]=1, predict the reactants needed to synthesize it. The reactants are: [CH:1](=[O:10])[C:2]1[CH:7]=[CH:6][C:5]([O:8][CH3:9])=[CH:4][CH:3]=1.[CH2:11]([Mg]Br)[CH2:12][CH2:13][CH2:14][CH2:15][CH2:16][CH2:17][CH2:18][CH2:19][CH3:20].C(OCC)(=O)C.CCCCCCC. (2) Given the product [C:1]([O:4][CH2:5][C:6]([CH3:36])([CH3:35])[CH2:7][N:8]1[C:14]2[CH:15]=[CH:16][C:17]([Cl:19])=[CH:18][C:13]=2[C@@H:12]([C:20]2[CH:25]=[CH:24][CH:23]=[C:22]([O:26][CH3:27])[C:21]=2[O:28][CH3:29])[O:11][C@H:10]([CH2:30][C:31]([NH:42][C:43]2[CH:44]=[C:45]([O:57][CH3:58])[C:46]3[O:50][C:49]([C:51]([O:53][CH2:54][CH3:55])=[O:52])=[CH:48][C:47]=3[CH:56]=2)=[O:32])[C:9]1=[O:34])(=[O:3])[CH3:2], predict the reactants needed to synthesize it. The reactants are: [C:1]([O:4][CH2:5][C:6]([CH3:36])([CH3:35])[CH2:7][N:8]1[C:14]2[CH:15]=[CH:16][C:17]([Cl:19])=[CH:18][C:13]=2[C@@H:12]([C:20]2[CH:25]=[CH:24][CH:23]=[C:22]([O:26][CH3:27])[C:21]=2[O:28][CH3:29])[O:11][C@H:10]([CH2:30][C:31](O)=[O:32])[C:9]1=[O:34])(=[O:3])[CH3:2].S(Cl)(Cl)=O.Cl.[NH2:42][C:43]1[CH:44]=[C:45]([O:57][CH3:58])[C:46]2[O:50][C:49]([C:51]([O:53][CH2:54][CH3:55])=[O:52])=[CH:48][C:47]=2[CH:56]=1.C(N(CC)CC)C. (3) The reactants are: [C:1]1([C:7]2[N:11]=[C:10]([C@@H:12]3[CH2:16][CH2:15][CH2:14][N:13]3C(OC(C)(C)C)=O)[O:9][N:8]=2)[CH:6]=[CH:5][CH:4]=[CH:3][CH:2]=1. Given the product [C:1]1([C:7]2[N:11]=[C:10]([C@@H:12]3[CH2:16][CH2:15][CH2:14][NH:13]3)[O:9][N:8]=2)[CH:2]=[CH:3][CH:4]=[CH:5][CH:6]=1, predict the reactants needed to synthesize it. (4) The reactants are: [F:1][C:2]([F:7])([F:6])[C:3]([OH:5])=[O:4].[CH2:8]([S:10]([N:13]1[CH2:18][CH2:17][CH:16]([C:19]2[C:27]3[C:22](=[C:23]([C:41]([NH2:43])=[O:42])[CH:24]=[C:25]([C:28]4[CH:33]=[C:32]([CH2:34][NH:35][CH2:36]COC)[CH:31]=[CH:30][C:29]=4[F:40])[CH:26]=3)[NH:21][CH:20]=2)[CH2:15][CH2:14]1)(=[O:12])=[O:11])[CH3:9].[CH3:44][O:45][CH2:46][CH2:47]N. Given the product [F:1][C:2]([F:7])([F:6])[C:3]([OH:5])=[O:4].[CH2:8]([S:10]([N:13]1[CH2:18][CH2:17][CH:16]([C:19]2[C:27]3[C:22](=[C:23]([C:41]([NH2:43])=[O:42])[CH:24]=[C:25]([C:28]4[CH:33]=[C:32]([CH2:34][NH:35][CH2:36][CH2:47][CH2:46][O:45][CH3:44])[CH:31]=[CH:30][C:29]=4[F:40])[CH:26]=3)[NH:21][CH:20]=2)[CH2:15][CH2:14]1)(=[O:12])=[O:11])[CH3:9], predict the reactants needed to synthesize it. (5) Given the product [C:1]12([NH:11][CH2:23][C:22]3[CH:21]=[CH:20][C:19]([O:18][CH2:17][C:13]4[O:12][CH:16]=[CH:15][CH:14]=4)=[CH:26][CH:25]=3)[CH2:8][CH:7]3[CH2:6][CH:5]([CH2:4][CH:3]([CH2:9]3)[CH2:2]1)[CH2:10]2, predict the reactants needed to synthesize it. The reactants are: [C:1]12([NH2:11])[CH2:10][CH:5]3[CH2:6][CH:7]([CH2:9][CH:3]([CH2:4]3)[CH2:2]1)[CH2:8]2.[O:12]1[CH:16]=[CH:15][CH:14]=[C:13]1[CH2:17][O:18][C:19]1[CH:26]=[CH:25][C:22]([CH:23]=O)=[CH:21][CH:20]=1.